This data is from TCR-epitope binding with 47,182 pairs between 192 epitopes and 23,139 TCRs. The task is: Binary Classification. Given a T-cell receptor sequence (or CDR3 region) and an epitope sequence, predict whether binding occurs between them. (1) The epitope is IVDTVSALV. The TCR CDR3 sequence is CASSLLGQYNEQFF. Result: 0 (the TCR does not bind to the epitope). (2) The epitope is MLNIPSINV. The TCR CDR3 sequence is CASSEGTSGTEQFF. Result: 0 (the TCR does not bind to the epitope). (3) The epitope is ELAGIGILTV. The TCR CDR3 sequence is CSARPRTSGSGAGELFF. Result: 1 (the TCR binds to the epitope). (4) The epitope is LLWNGPMAV. The TCR CDR3 sequence is CASSPTGPAYEQYF. Result: 1 (the TCR binds to the epitope). (5) The epitope is MMISAGFSL. The TCR CDR3 sequence is CASTVRAESSYEQYF. Result: 0 (the TCR does not bind to the epitope). (6) The epitope is ATDALMTGY. The TCR CDR3 sequence is CASRGDTFYEQYF. Result: 1 (the TCR binds to the epitope).